Dataset: Full USPTO retrosynthesis dataset with 1.9M reactions from patents (1976-2016). Task: Predict the reactants needed to synthesize the given product. (1) Given the product [CH2:5]([C@H:4]([NH:12][C:13](=[O:19])[O:14][C:15]([CH3:18])([CH3:17])[CH3:16])[C@H:2]([OH:1])[CH2:3][NH:37][CH2:36][CH2:35][CH2:34][C:28]1[CH:29]=[CH:30][C:31]([CH3:33])=[CH:32][C:27]=1[CH3:26])[C:6]1[CH:11]=[CH:10][CH:9]=[CH:8][CH:7]=1, predict the reactants needed to synthesize it. The reactants are: [O:1]1[CH2:3][C@@H:2]1[C@@H:4]([NH:12][C:13](=[O:19])[O:14][C:15]([CH3:18])([CH3:17])[CH3:16])[CH2:5][C:6]1[CH:11]=[CH:10][CH:9]=[CH:8][CH:7]=1.C(=O)([O-])[O-].[Na+].[Na+].[CH3:26][C:27]1[CH:32]=[C:31]([CH3:33])[CH:30]=[CH:29][C:28]=1[CH2:34][CH2:35][CH2:36][NH2:37]. (2) Given the product [CH2:34]([O:36][C:37](=[O:54])[CH2:38][C:39]1[CH:44]=[C:43]([C:13]2[CH:14]=[CH:15][C:16]([C:18]([F:21])([F:19])[F:20])=[CH:17][C:12]=2[CH2:11][N:10]([C:9]([O:8][CH2:1][C:2]2[CH:7]=[CH:6][CH:5]=[CH:4][CH:3]=2)=[O:33])[CH2:31][CH3:32])[CH:42]=[C:41]([F:53])[CH:40]=1)[CH3:35], predict the reactants needed to synthesize it. The reactants are: [CH2:1]([O:8][C:9](=[O:33])[N:10]([CH2:31][CH3:32])[CH2:11][C:12]1[CH:17]=[C:16]([C:18]([F:21])([F:20])[F:19])[CH:15]=[CH:14][C:13]=1B1OC(C)(C)C(C)(C)O1)[C:2]1[CH:7]=[CH:6][CH:5]=[CH:4][CH:3]=1.[CH2:34]([O:36][C:37](=[O:54])[CH2:38][C:39]1[CH:44]=[C:43](OS(C(F)(F)F)(=O)=O)[CH:42]=[C:41]([F:53])[CH:40]=1)[CH3:35]. (3) Given the product [Br:7][C:8]([CH3:13])([CH3:12])[C:9]([O:6][CH2:4][CH2:3][CH2:2][CH:1]=[CH2:14])=[O:10], predict the reactants needed to synthesize it. The reactants are: [CH2:1]=[CH:2][CH2:3][CH:4]([OH:6])C.[Br:7][C:8]([CH3:13])([CH3:12])[C:9](Br)=[O:10].[CH:14](Cl)(Cl)Cl. (4) Given the product [CH2:1]([N:19]1[CH2:20][CH2:21][N:22]([CH2:1][C:2]2[CH:7]=[CH:6][CH:5]=[CH:4][CH:3]=2)[CH2:23][C@@H:18]1[C:15]1[CH:14]=[CH:13][C:12]([Br:11])=[CH:17][CH:16]=1)[C:2]1[CH:7]=[CH:6][CH:5]=[CH:4][CH:3]=1, predict the reactants needed to synthesize it. The reactants are: [CH2:1](Br)[C:2]1[CH:7]=[CH:6][CH:5]=[CH:4][CH:3]=1.[H-].[Na+].[Br:11][C:12]1[CH:17]=[CH:16][C:15]([C@H:18]2[CH2:23][NH:22][CH2:21][CH2:20][NH:19]2)=[CH:14][CH:13]=1. (5) Given the product [CH:8]1([N:20]2[C:21]3[C:16](=[CH:15][C:14]([F:13])=[C:23]([F:24])[CH:22]=3)[C:17](=[O:30])[C:18]([C:25]([O:27][CH2:28][CH3:29])=[O:26])=[N:19]2)[CH2:12][CH2:11][CH2:10][CH2:9]1, predict the reactants needed to synthesize it. The reactants are: C(=O)([O-])[O-].[K+].[K+].I[CH:8]1[CH2:12][CH2:11][CH2:10][CH2:9]1.[F:13][C:14]1[CH:15]=[C:16]2[C:21](=[CH:22][C:23]=1[F:24])[N:20]=[N:19][C:18]([C:25]([O:27][CH2:28][CH3:29])=[O:26])=[C:17]2[OH:30]. (6) Given the product [CH3:50][C@@H:37]1[O:36][C:35]2[CH:51]=[C:52]([CH3:55])[CH:53]=[CH:54][C:34]=2[NH:33][C:39](=[O:40])[C@H:38]1[NH:42][C:43](=[O:44])[O:45][C:46]([CH3:49])([CH3:48])[CH3:47], predict the reactants needed to synthesize it. The reactants are: CC1C=CC2NC(=O)[C@@H](NC(=O)OC(C)(C)C)COC=2C=1.CCN=C=NCCCN(C)C.[NH2:33][C:34]1[CH:54]=[CH:53][C:52]([CH3:55])=[CH:51][C:35]=1[O:36][C@@H:37]([CH3:50])[C@H:38]([NH:42][C:43]([O:45][C:46]([CH3:49])([CH3:48])[CH3:47])=[O:44])[C:39](O)=[O:40]. (7) The reactants are: ClC1C=C(C=CC=1Cl)C[O:6][C:7](=[O:26])[CH:8]([C:10]1[CH:15]=[CH:14][C:13]([O:16][CH2:17][C:18]2[CH:23]=[CH:22][C:21]([Cl:24])=[C:20]([Cl:25])[CH:19]=2)=[CH:12][CH:11]=1)[OH:9].[OH-].[Li+].Cl.CCOC(C)=O. Given the product [Cl:25][C:20]1[CH:19]=[C:18]([CH:23]=[CH:22][C:21]=1[Cl:24])[CH2:17][O:16][C:13]1[CH:14]=[CH:15][C:10]([CH:8]([OH:9])[C:7]([OH:26])=[O:6])=[CH:11][CH:12]=1, predict the reactants needed to synthesize it. (8) Given the product [Cl:16][C:7]1[CH:8]=[CH:9][N:10]=[C:11]2[C:6]=1[CH:5]=[CH:4][C:3]([CH2:1][CH3:2])=[N:12]2, predict the reactants needed to synthesize it. The reactants are: [CH2:1]([C:3]1[N:12]=[C:11]2[C:6]([C:7](O)=[CH:8][CH:9]=[N:10]2)=[CH:5][CH:4]=1)[CH3:2].O=P(Cl)(Cl)[Cl:16]. (9) Given the product [C:8]([O:11][CH2:12][C:13]1[C:14]([S:36]([CH3:39])(=[O:37])=[O:38])=[CH:15][C:16]2[N:20]3[CH2:21][CH2:22][NH:23][C@H:24]([CH:25]([CH3:26])[CH3:27])[C:19]3=[N:18][C:17]=2[CH:35]=1)(=[O:10])[CH3:9], predict the reactants needed to synthesize it. The reactants are: C(O)(C(F)(F)F)=O.[C:8]([O:11][CH2:12][C:13]1[C:14]([S:36]([CH3:39])(=[O:38])=[O:37])=[CH:15][C:16]2[N:20]3[CH2:21][CH2:22][N:23](C(OC(C)(C)C)=O)[C@H:24]([CH:25]([CH3:27])[CH3:26])[C:19]3=[N:18][C:17]=2[CH:35]=1)(=[O:10])[CH3:9]. (10) Given the product [CH3:12][O:13][C:14](=[O:37])[C@@H:15]([NH:36][C:4](=[O:6])[C:3]1[CH:7]=[C:8]([Cl:11])[CH:9]=[CH:10][C:2]=1[NH2:1])[CH2:16][C:17]1[CH:18]=[CH:19][C:20]([C:23]2[CH:28]=[CH:27][C:26]([O:29][C:30]3[CH:35]=[CH:34][CH:33]=[CH:32][CH:31]=3)=[CH:25][CH:24]=2)=[CH:21][CH:22]=1, predict the reactants needed to synthesize it. The reactants are: [NH2:1][C:2]1[CH:10]=[CH:9][C:8]([Cl:11])=[CH:7][C:3]=1[C:4]([OH:6])=O.[CH3:12][O:13][C:14](=[O:37])[C@@H:15]([NH2:36])[CH2:16][C:17]1[CH:22]=[CH:21][C:20]([C:23]2[CH:28]=[CH:27][C:26]([O:29][C:30]3[CH:35]=[CH:34][CH:33]=[CH:32][CH:31]=3)=[CH:25][CH:24]=2)=[CH:19][CH:18]=1.CN(C(ON1N=NC2C=CC=CC1=2)=[N+](C)C)C.F[P-](F)(F)(F)(F)F.CCN(C(C)C)C(C)C.